From a dataset of Reaction yield outcomes from USPTO patents with 853,638 reactions. Predict the reaction yield, written as a fraction of the theoretical maximum amount of product (1.0 means a 100% yield; for example, 0.34 means a 34% yield). The reactants are [Cl:1][C:2]1[C:7]([CH3:8])=[CH:6][CH:5]=[C:4]([F:9])[C:3]=1[CH2:10][C:11](O)=O.[C:14]1([NH:20][C:21](=[S:24])[NH:22][NH2:23])[CH:19]=[CH:18][CH:17]=[CH:16][CH:15]=1. No catalyst specified. The product is [Cl:1][C:2]1[C:7]([CH3:8])=[CH:6][CH:5]=[C:4]([F:9])[C:3]=1[CH2:10][C:11]1[N:20]([C:14]2[CH:15]=[CH:16][CH:17]=[CH:18][CH:19]=2)[C:21](=[S:24])[NH:22][N:23]=1. The yield is 0.210.